This data is from Forward reaction prediction with 1.9M reactions from USPTO patents (1976-2016). The task is: Predict the product of the given reaction. (1) Given the reactants [N:1]1[CH:6]=[CH:5][CH:4]=[CH:3][C:2]=1[S:7]([O:10][C:11]1[C:19]([O:20][CH3:21])=[CH:18][C:17]([C:22]2[N:23]([C:33]([O:35][C:36]([CH3:39])([CH3:38])[CH3:37])=[O:34])[C:24]3[C:29]([CH:30]=2)=[CH:28][C:27]([CH:31]=O)=[CH:26][CH:25]=3)=[C:16]2[C:12]=1[CH2:13][NH:14][C:15]2=[O:40])(=[O:9])=[O:8].Cl.[CH3:42][NH:43][CH3:44].C(N(CC)CC)C.C(O)(=O)C.C(O[BH-](OC(=O)C)OC(=O)C)(=O)C.[Na+], predict the reaction product. The product is: [N:1]1[CH:6]=[CH:5][CH:4]=[CH:3][C:2]=1[S:7]([O:10][C:11]1[C:19]([O:20][CH3:21])=[CH:18][C:17]([C:22]2[N:23]([C:33]([O:35][C:36]([CH3:38])([CH3:39])[CH3:37])=[O:34])[C:24]3[C:29]([CH:30]=2)=[CH:28][C:27]([CH2:31][N:43]([CH3:44])[CH3:42])=[CH:26][CH:25]=3)=[C:16]2[C:12]=1[CH2:13][NH:14][C:15]2=[O:40])(=[O:9])=[O:8]. (2) Given the reactants [CH3:1]C(C)([O-])C.[K+].[CH3:7][C@H:8]1[CH2:13][C:12](=O)[CH2:11][C@H:10]([CH3:15])[N:9]1[CH2:16][C:17]1[CH:22]=[CH:21][CH:20]=[CH:19][CH:18]=1, predict the reaction product. The product is: [CH2:16]([N:9]1[C@@H:8]([CH3:7])[CH2:13][C:12](=[CH2:1])[CH2:11][C@@H:10]1[CH3:15])[C:17]1[CH:22]=[CH:21][CH:20]=[CH:19][CH:18]=1. (3) The product is: [S:11]1[C:10]2[C:5]3[CH:6]=[CH:7][CH:8]=[CH:9][C:4]=3[NH:1][C:14]=2[CH:13]=[CH:12]1. Given the reactants [N:1]([C:4]1[CH:9]=[CH:8][CH:7]=[CH:6][C:5]=1[C:10]1[S:11][CH:12]=[CH:13][CH:14]=1)=[N+]=[N-], predict the reaction product. (4) Given the reactants [F:1][C:2]1[CH:22]=[CH:21][C:5]([CH2:6][CH:7]2[CH2:16][C:15]3[C:10](=[CH:11][CH:12]=[CH:13][CH:14]=3)[CH2:9][N:8]2[CH2:17][CH2:18][CH2:19][NH2:20])=[CH:4][CH:3]=1.[CH3:23][N:24]([CH3:34])[C:25]1[CH:30]=[CH:29][C:28]([N:31]=[C:32]=[O:33])=[CH:27][CH:26]=1, predict the reaction product. The product is: [CH3:23][N:24]([CH3:34])[C:25]1[CH:30]=[CH:29][C:28]([NH:31][C:32]([NH:20][CH2:19][CH2:18][CH2:17][N:8]2[CH:7]([CH2:6][C:5]3[CH:21]=[CH:22][C:2]([F:1])=[CH:3][CH:4]=3)[CH2:16][C:15]3[C:10](=[CH:11][CH:12]=[CH:13][CH:14]=3)[CH2:9]2)=[O:33])=[CH:27][CH:26]=1. (5) Given the reactants [CH3:1][O:2][C:3]1[CH:8]=[CH:7][C:6]([CH:9]2[O:14][C@H:13]3[CH2:15][C@H:16]([NH2:18])[CH2:17][C@H:12]3[CH2:11][O:10]2)=[CH:5][CH:4]=1.[Cl:19][C:20]1[CH:25]=[C:24](Cl)[N:23]=[CH:22][N:21]=1.CCN(C(C)C)C(C)C, predict the reaction product. The product is: [Cl:19][C:20]1[N:21]=[CH:22][N:23]=[C:24]([NH:18][C@H:16]2[CH2:15][C@@H:13]3[O:14][CH:9]([C:6]4[CH:5]=[CH:4][C:3]([O:2][CH3:1])=[CH:8][CH:7]=4)[O:10][CH2:11][C@@H:12]3[CH2:17]2)[CH:25]=1. (6) Given the reactants [F:1][C:2]1[C:7]([N+:8]([O-])=O)=[CH:6][CH:5]=[CH:4][C:3]=1[C:11]([C:13]1[C:21]2[CH:20]=[N:19][CH:18]=[N:17][C:16]=2[NH:15][CH:14]=1)=[O:12].O.C(=O)(O)[O-].[Na+].C(OCC)(=O)C, predict the reaction product. The product is: [NH2:8][C:7]1[C:2]([F:1])=[C:3]([C:11]([C:13]2[C:21]3[CH:20]=[N:19][CH:18]=[N:17][C:16]=3[NH:15][CH:14]=2)=[O:12])[CH:4]=[CH:5][CH:6]=1. (7) Given the reactants [O:1]=[C:2]1[CH2:5][CH:4]([C:6]([OH:8])=[O:7])[CH2:3]1.[CH2:9](O)[C:10]1[CH:15]=[CH:14][CH:13]=[CH:12][CH:11]=1, predict the reaction product. The product is: [O:1]=[C:2]1[CH2:5][CH:4]([C:6]([O:8][CH2:9][C:10]2[CH:15]=[CH:14][CH:13]=[CH:12][CH:11]=2)=[O:7])[CH2:3]1. (8) Given the reactants [C:1]([O:5][C:6]([N:8]1[CH:13]([C:14]2[NH:15][C:16]([C:19]3[CH:24]=[CH:23][C:22]([Br:25])=[CH:21][CH:20]=3)=[CH:17][N:18]=2)[CH:12]2[CH2:26][CH:9]1CC2)=[O:7])([CH3:4])([CH3:3])[CH3:2].C(O[C:32]([N:34]1CC(C#N)CC1C(=O)NCC(C1C=CC(Br)=CC=1)=O)=O)(C)(C)C.C(OC(N1C(C(=O)NCC(C2C=CC(Br)=CC=2)=O)C2CC1CC2)=O)(C)(C)C, predict the reaction product. The product is: [C:1]([O:5][C:6]([N:8]1[CH2:9][CH:26]([C:32]#[N:34])[CH2:12][CH:13]1[C:14]1[NH:15][C:16]([C:19]2[CH:24]=[CH:23][C:22]([Br:25])=[CH:21][CH:20]=2)=[CH:17][N:18]=1)=[O:7])([CH3:2])([CH3:3])[CH3:4].